This data is from Full USPTO retrosynthesis dataset with 1.9M reactions from patents (1976-2016). The task is: Predict the reactants needed to synthesize the given product. (1) Given the product [CH3:21][S:18]([C:15]1[CH:16]=[CH:17][C:12]([O:28][CH2:25][C:7]2[CH:8]=[CH:9][CH:10]=[C:5]([C:4]3[CH:3]=[C:2]([C:15]([S:18]([CH3:21])(=[O:20])=[O:19])([CH3:16])[CH3:14])[CH:17]=[C:12]4[C:31]=3[N:32]=[CH:34][CH:22]=[CH:13]4)[CH:6]=2)=[C:13]([C:22](=[O:24])[CH3:23])[CH:14]=1)(=[O:20])=[O:19], predict the reactants needed to synthesize it. The reactants are: N1[C:10]2[C:5](=[CH:6][CH:7]=[CH:8][CH:9]=2)[CH:4]=[CH:3][CH:2]=1.O[C:12]1[CH:17]=[CH:16][C:15]([S:18]([CH3:21])(=[O:20])=[O:19])=[CH:14][C:13]=1[C:22](=[O:24])[CH3:23].[C:25]([O-:28])([O-])=O.[Cs+].[Cs+].[CH3:31][N:32]([CH:34]=O)C. (2) Given the product [C:20]([O:19][C:17]([NH:4][CH:3]([C:2]([F:9])([F:8])[F:1])[C:5]([OH:7])=[O:6])=[O:18])([CH3:23])([CH3:22])[CH3:21], predict the reactants needed to synthesize it. The reactants are: [F:1][C:2]([F:9])([F:8])[CH:3]([C:5]([OH:7])=[O:6])[NH2:4].C(N(CC)CC)C.[C:17](O[C:17]([O:19][C:20]([CH3:23])([CH3:22])[CH3:21])=[O:18])([O:19][C:20]([CH3:23])([CH3:22])[CH3:21])=[O:18]. (3) Given the product [CH:33]([O:32][C:30](=[O:31])[NH:29][C@@H:27]1[CH2:28][C:16]2[N:15]([CH2:14][C@@H:9]3[C@@H:10]([OH:13])[CH2:11][CH2:12][NH:8]3)[C:23]3[CH:22]=[CH:21][C:20]([C:24]#[N:25])=[CH:19][C:18]=3[C:17]=2[CH2:26]1)([CH3:35])[CH3:34], predict the reactants needed to synthesize it. The reactants are: C(OC([N:8]1[CH2:12][CH2:11][C@H:10]([OH:13])[C@H:9]1[CH2:14][N:15]1[C:23]2[CH:22]=[CH:21][C:20]([C:24]#[N:25])=[CH:19][C:18]=2[C:17]2[CH2:26][C@H:27]([NH:29][C:30]([O:32][CH:33]([CH3:35])[CH3:34])=[O:31])[CH2:28][C:16]1=2)=O)(C)(C)C.Cl. (4) The reactants are: C([O:8][C:9]1[CH:14]=[CH:13][C:12]([N:15]2[C:23]3[C:18](=[CH:19][C:20]([O:24][CH3:25])=[CH:21][CH:22]=3)[CH:17]=[C:16]2[CH2:26][O:27][CH3:28])=[CH:11][CH:10]=1)C1C=CC=CC=1.C([O-])=O.[NH4+]. Given the product [CH3:25][O:24][C:20]1[CH:19]=[C:18]2[C:23](=[CH:22][CH:21]=1)[N:15]([C:12]1[CH:13]=[CH:14][C:9]([OH:8])=[CH:10][CH:11]=1)[C:16]([CH2:26][O:27][CH3:28])=[CH:17]2, predict the reactants needed to synthesize it. (5) Given the product [CH3:12][O:11][C:3]1[CH:4]=[C:5]([N+:8]([O-:10])=[O:9])[CH:6]=[CH:7][C:2]=1[C:21]1[S:20][C:19]([CH3:18])=[N:23][C:22]=1[CH3:24], predict the reactants needed to synthesize it. The reactants are: Br[C:2]1[CH:7]=[CH:6][C:5]([N+:8]([O-:10])=[O:9])=[CH:4][C:3]=1[O:11][CH3:12].C([O-])(=O)C.[K+].[CH3:18][C:19]1[S:20][CH:21]=[C:22]([CH3:24])[N:23]=1. (6) The reactants are: [H-].[Na+].[F:3][C:4]1[C:9]([C:10]2[CH:15]=[CH:14][CH:13]=[CH:12][C:11]=2[CH:16]2[CH2:21][CH2:20][CH:19]([CH2:22][CH2:23][CH3:24])[CH2:18][CH2:17]2)=[CH:8][CH:7]=[CH:6][C:5]=1[OH:25].[CH3:26][O:27][CH2:28]Cl. Given the product [F:3][C:4]1[C:9]([C:10]2[CH:15]=[CH:14][CH:13]=[CH:12][C:11]=2[CH:16]2[CH2:17][CH2:18][CH:19]([CH2:22][CH2:23][CH3:24])[CH2:20][CH2:21]2)=[CH:8][CH:7]=[CH:6][C:5]=1[O:25][CH2:26][O:27][CH3:28], predict the reactants needed to synthesize it. (7) Given the product [CH3:1][C@H:2]1[CH2:6][CH2:5][N:4]([C:12]([O:14][C:15]([CH3:18])([CH3:17])[CH3:16])=[O:13])[C@@H:3]1[C:7]([O:9][CH2:10][CH3:11])=[O:8], predict the reactants needed to synthesize it. The reactants are: [CH3:1][C@H:2]1[CH2:6][CH2:5][NH:4][C@@H:3]1[C:7]([O:9][CH2:10][CH3:11])=[O:8].[C:12](O[C:12]([O:14][C:15]([CH3:18])([CH3:17])[CH3:16])=[O:13])([O:14][C:15]([CH3:18])([CH3:17])[CH3:16])=[O:13].C(N(CC)CC)C.C1COCC1. (8) Given the product [C:1]([O:5][C:6](=[O:27])[NH:7][C@@H:8]1[C@@H:13]([OH:14])[C@H:12]([CH2:15][C:16]2[CH:21]=[C:20]([F:22])[C:19]([N+:23]([O-:25])=[O:24])=[C:18]([F:26])[CH:17]=2)[CH2:11][S:30](=[O:32])(=[O:29])[CH2:9]1)([CH3:3])([CH3:4])[CH3:2], predict the reactants needed to synthesize it. The reactants are: [C:1]([O:5][C:6](=[O:27])[NH:7][C@@H:8]1[C@@H:13]([OH:14])[C@H:12]([CH2:15][C:16]2[CH:21]=[C:20]([F:22])[C:19]([N+:23]([O-:25])=[O:24])=[C:18]([F:26])[CH:17]=2)[CH2:11]S[CH2:9]1)([CH3:4])([CH3:3])[CH3:2].O[O:29][S:30]([O-:32])=O.[K+].CC([O-])=O.[Na+].S(S([O-])=O)([O-])(=O)=O.[Na+].[Na+].C([O-])([O-])=O.[K+].[K+].